From a dataset of Full USPTO retrosynthesis dataset with 1.9M reactions from patents (1976-2016). Predict the reactants needed to synthesize the given product. (1) Given the product [CH:13]1[C:2]([C:1]([OH:8])=[O:16])=[CH:3][C:10]2[C:9]([O:15][C:19](=[O:20])[C:11]=2[CH:12]=1)=[O:14], predict the reactants needed to synthesize it. The reactants are: [CH2:1]([OH:8])[CH2:2][CH2:3][CH2:3][CH2:2][CH2:1][OH:8].[CH:9]([OH:15])([OH:14])[CH2:10][CH2:11][CH2:12][CH3:13].[OH-:16].[K+].C[C:19](N(C)C)=[O:20]. (2) Given the product [CH3:21][N:22]1[CH2:27][CH2:26][N:25]([C:2]2[CH:3]=[CH:4][CH:5]=[C:6]3[C:11]=2[N:10]=[CH:9][C:8]([S:12]([C:15]2[CH:20]=[CH:19][CH:18]=[CH:17][CH:16]=2)(=[O:14])=[O:13])=[CH:7]3)[CH2:24][CH2:23]1, predict the reactants needed to synthesize it. The reactants are: I[C:2]1[CH:3]=[CH:4][CH:5]=[C:6]2[C:11]=1[N:10]=[CH:9][C:8]([S:12]([C:15]1[CH:20]=[CH:19][CH:18]=[CH:17][CH:16]=1)(=[O:14])=[O:13])=[CH:7]2.[CH3:21][N:22]1[CH2:27][CH2:26][NH:25][CH2:24][CH2:23]1.CC(C)([O-])C.[Na+]. (3) Given the product [CH3:22][N:20]([CH3:21])[C:13]1[S:14][C@H:15]2[O:16][C@H:17]([CH:18]=[O:19])[C@@H:9]([O:8][CH2:7][C:6]3[CH:5]=[CH:4][C:3]([O:2][CH3:1])=[CH:34][CH:33]=3)[C@H:10]([O:23][CH2:24][C:25]3[CH:26]=[CH:27][C:28]([O:31][CH3:32])=[CH:29][CH:30]=3)[C@H:11]2[N:12]=1, predict the reactants needed to synthesize it. The reactants are: [CH3:1][O:2][C:3]1[CH:34]=[CH:33][C:6]([CH2:7][O:8][C@@H:9]2[C@@H:17]([CH2:18][OH:19])[O:16][C@H:15]3[C@H:11]([N:12]=[C:13]([N:20]([CH3:22])[CH3:21])[S:14]3)[C@H:10]2[O:23][CH2:24][C:25]2[CH:30]=[CH:29][C:28]([O:31][CH3:32])=[CH:27][CH:26]=2)=[CH:5][CH:4]=1.C1C(=O)N(Br)C(=O)C1. (4) Given the product [OH2:2].[C@@H:3]1([C:14]2[CH:19]=[CH:18][C:17]([CH3:20])=[C:16]([CH2:21][C:22]3[S:23][C:24]([C:27]4[CH:28]=[CH:29][C:30]([F:33])=[CH:31][CH:32]=4)=[CH:25][CH:26]=3)[CH:15]=2)[O:11][C@H:10]([CH2:12][OH:13])[C@@H:8]([OH:9])[C@H:6]([OH:7])[C@H:4]1[OH:5].[C@@H:3]1([C:14]2[CH:19]=[CH:18][C:17]([CH3:20])=[C:16]([CH2:21][C:22]3[S:23][C:24]([C:27]4[CH:28]=[CH:29][C:30]([F:33])=[CH:31][CH:32]=4)=[CH:25][CH:26]=3)[CH:15]=2)[O:11][C@H:10]([CH2:12][OH:13])[C@@H:8]([OH:9])[C@H:6]([OH:7])[C@H:4]1[OH:5], predict the reactants needed to synthesize it. The reactants are: C[O:2][C:3]1([C:14]2[CH:19]=[CH:18][C:17]([CH3:20])=[C:16]([CH2:21][C:22]3[S:23][C:24]([C:27]4[CH:32]=[CH:31][C:30]([F:33])=[CH:29][CH:28]=4)=[CH:25][CH:26]=3)[CH:15]=2)[O:11][C@H:10]([CH2:12][OH:13])[C@@H:8]([OH:9])[C@H:6]([OH:7])[C@H:4]1[OH:5].C([SiH](CC)CC)C.B(F)(F)F.C(=O)([O-])O.[Na+]. (5) Given the product [O:1]([CH3:11])[CH:2]1[O:8][C@H:7]([CH2:9][OH:10])[C@@H:5]([OH:6])[C@H:3]1[OH:4], predict the reactants needed to synthesize it. The reactants are: [O:1]=[CH:2][C@@H:3]([C@@H:5]([C@@H:7]([CH2:9][OH:10])[OH:8])[OH:6])[OH:4].[CH3:11]O. (6) Given the product [I:1][C:2]1[CH:7]=[CH:6][C:5]([C:8]2([C:9]#[N:10])[CH2:17][CH2:16][N:14]([CH3:15])[CH2:13][CH2:12]2)=[CH:4][CH:3]=1, predict the reactants needed to synthesize it. The reactants are: [I:1][C:2]1[CH:7]=[CH:6][C:5]([CH2:8][C:9]#[N:10])=[CH:4][CH:3]=1.Cl[CH2:12][CH2:13][N:14]([CH2:16][CH2:17]Cl)[CH3:15].Cl. (7) Given the product [CH3:11][C@H:12]1[CH2:17][O:16][CH2:15][CH2:14][N:13]1[C:18]1[CH:23]=[C:22]([CH2:24][S:25]([C:28]([CH3:31])([CH3:30])[CH3:29])(=[O:27])=[O:26])[N:21]=[C:20]([C:32]2[CH:38]=[CH:37][C:35]([NH:36][C:2](=[O:3])[O:4][C:5]3[CH:10]=[CH:9][CH:8]=[CH:7][CH:6]=3)=[CH:34][CH:33]=2)[N:19]=1, predict the reactants needed to synthesize it. The reactants are: Cl[C:2]([O:4][C:5]1[CH:10]=[CH:9][CH:8]=[CH:7][CH:6]=1)=[O:3].[CH3:11][C@H:12]1[CH2:17][O:16][CH2:15][CH2:14][N:13]1[C:18]1[CH:23]=[C:22]([CH2:24][S:25]([C:28]([CH3:31])([CH3:30])[CH3:29])(=[O:27])=[O:26])[N:21]=[C:20]([C:32]2[CH:38]=[CH:37][C:35]([NH2:36])=[CH:34][CH:33]=2)[N:19]=1.C(=O)([O-])O.[Na+].